From a dataset of Catalyst prediction with 721,799 reactions and 888 catalyst types from USPTO. Predict which catalyst facilitates the given reaction. (1) Reactant: COC1C=CC(C[N:8]2[C:13](=[O:14])[C:12]([NH:15][CH2:16][C:17]3[S:18][C:19]([CH3:22])=[N:20][N:21]=3)=[CH:11][C:10]([O:23][CH2:24][C@H:25]3[CH2:27][C@@H:26]3[C:28]3[CH:33]=[CH:32][C:31]([O:34][CH3:35])=[CH:30][N:29]=3)=[N:9]2)=CC=1. Product: [CH3:35][O:34][C:31]1[CH:32]=[CH:33][C:28]([C@H:26]2[CH2:27][C@@H:25]2[CH2:24][O:23][C:10]2[CH:11]=[C:12]([NH:15][CH2:16][C:17]3[S:18][C:19]([CH3:22])=[N:20][N:21]=3)[C:13](=[O:14])[NH:8][N:9]=2)=[N:29][CH:30]=1. The catalyst class is: 67. (2) Reactant: [CH2:1]([O:3][C:4](=[O:15])[CH2:5][O:6][C:7]1[CH:12]=[CH:11][C:10](S)=[CH:9][C:8]=1[CH3:14])[CH3:2].C([O-])([O-])=O.[K+].[K+].Br[C:23](C)(C)[C:24](OCC)=[O:25]. Product: [CH2:1]([O:3][C:4](=[O:15])[CH2:5][O:6][C:7]1[CH:12]=[CH:11][C:10]([C:24](=[O:25])[CH3:23])=[CH:9][C:8]=1[CH3:14])[CH3:2]. The catalyst class is: 3. (3) Reactant: [O-]P([O-])([O-])=O.[K+].[K+].[K+].CNCCNC.I[C:16]1[CH:17]=[C:18]([CH:21]=[CH:22][CH:23]=1)[CH2:19][OH:20].[NH:24]1[CH2:28][CH2:27][CH2:26][C:25]1=[O:29]. Product: [OH:20][CH2:19][C:18]1[CH:17]=[C:16]([N:24]2[CH2:28][CH2:27][CH2:26][C:25]2=[O:29])[CH:23]=[CH:22][CH:21]=1. The catalyst class is: 509. (4) Reactant: Cl.Cl.[CH:3]1([O:8][C:9]2[CH:10]=[C:11]([N:17]3[CH2:22][CH2:21][NH:20][C@@H:19]([CH2:23][N:24]4[CH2:28][CH2:27][CH2:26][CH2:25]4)[CH2:18]3)[CH:12]=[CH:13][C:14]=2[O:15][CH3:16])[CH2:7][CH2:6][CH2:5][CH2:4]1.C(N(CC)CC)C.[C:36](OC(=O)C)(=[O:38])[CH3:37].C([O-])(O)=O.[Na+]. Product: [CH:3]1([O:8][C:9]2[CH:10]=[C:11]([N:17]3[CH2:22][CH2:21][N:20]([C:36](=[O:38])[CH3:37])[C@@H:19]([CH2:23][N:24]4[CH2:25][CH2:26][CH2:27][CH2:28]4)[CH2:18]3)[CH:12]=[CH:13][C:14]=2[O:15][CH3:16])[CH2:7][CH2:6][CH2:5][CH2:4]1. The catalyst class is: 2. (5) Reactant: Cl[C:2]1[N:7]2[N:8]=[C:9]([C:23]3[O:24][CH:25]=[CH:26][CH:27]=3)[C:10]([C:11]3[CH:16]=[CH:15][N:14]=[C:13]([NH:17][CH:18]4[CH2:22][CH2:21][CH2:20][CH2:19]4)[N:12]=3)=[C:6]2[CH:5]=[CH:4][CH:3]=1.[CH:28]1([NH2:31])[CH2:30][CH2:29]1. The catalyst class is: 13. Product: [CH:18]1([NH:17][C:13]2[N:12]=[C:11]([C:10]3[C:9]([C:23]4[O:24][CH:25]=[CH:26][CH:27]=4)=[N:8][N:7]4[C:2]([NH:31][CH:28]5[CH2:30][CH2:29]5)=[CH:3][CH:4]=[CH:5][C:6]=34)[CH:16]=[CH:15][N:14]=2)[CH2:19][CH2:20][CH2:21][CH2:22]1. (6) The catalyst class is: 77. Reactant: Br[C:2]1[CH:7]=[CH:6][C:5]([C:8]([N:10]2[CH2:15][CH2:14][O:13][CH2:12][CH2:11]2)=[O:9])=[C:4]([N:16]2[CH2:21][CH2:20][O:19][CH2:18][CH2:17]2)[CH:3]=1.CC1(C)C(C)(C)OB([C:30]2[CH:31]=[CH:32][C:33]3[N:34]([C:36]([C:39]4[CH:46]=[CH:45][C:42]([C:43]#[N:44])=[CH:41][CH:40]=4)=[CH:37][N:38]=3)[CH:35]=2)O1.[O-]P([O-])([O-])=O.[K+].[K+].[K+].O. Product: [N:16]1([C:4]2[CH:3]=[C:2]([C:30]3[CH:31]=[CH:32][C:33]4[N:34]([C:36]([C:39]5[CH:46]=[CH:45][C:42]([C:43]#[N:44])=[CH:41][CH:40]=5)=[CH:37][N:38]=4)[CH:35]=3)[CH:7]=[CH:6][C:5]=2[C:8]([N:10]2[CH2:15][CH2:14][O:13][CH2:12][CH2:11]2)=[O:9])[CH2:21][CH2:20][O:19][CH2:18][CH2:17]1.